Dataset: Forward reaction prediction with 1.9M reactions from USPTO patents (1976-2016). Task: Predict the product of the given reaction. Given the reactants [C:1]([O:5][C:6]([N:8]1[CH2:13][CH2:12][CH2:11][C@@H:10]([C:14](=[O:29])[C:15]2[CH:20]=[CH:19][CH:18]=[CH:17][C:16]=2[O:21][C:22]2[CH:27]=[CH:26][CH:25]=[C:24]([F:28])[CH:23]=2)[CH2:9]1)=[O:7])([CH3:4])([CH3:3])[CH3:2].[CH3:30][O:31][CH2:32][CH2:33][CH2:34][CH2:35][Mg]Cl, predict the reaction product. The product is: [F:28][C:24]1[CH:23]=[C:22]([CH:27]=[CH:26][CH:25]=1)[O:21][C:16]1[CH:17]=[CH:18][CH:19]=[CH:20][C:15]=1[C@:14]([C@@H:10]1[CH2:11][CH2:12][CH2:13][N:8]([C:6]([O:5][C:1]([CH3:4])([CH3:2])[CH3:3])=[O:7])[CH2:9]1)([OH:29])[CH2:35][CH2:34][CH2:33][CH2:32][O:31][CH3:30].